Dataset: Catalyst prediction with 721,799 reactions and 888 catalyst types from USPTO. Task: Predict which catalyst facilitates the given reaction. Reactant: [Cl:1][C:2]1[C:11]2[CH:10]=[CH:9][CH:8]=[C:7]([NH2:12])[C:6]=2[CH:5]=[CH:4][N:3]=1.[Br:13][C:14]1[CH:19]=[CH:18][C:17]([CH2:20][N:21]=[C:22]=[O:23])=[CH:16][CH:15]=1. Product: [Br:13][C:14]1[CH:15]=[CH:16][C:17]([CH2:20][NH:21][C:22]([NH:12][C:7]2[CH:8]=[CH:9][CH:10]=[C:11]3[C:6]=2[CH:5]=[CH:4][N:3]=[C:2]3[Cl:1])=[O:23])=[CH:18][CH:19]=1. The catalyst class is: 11.